From a dataset of Forward reaction prediction with 1.9M reactions from USPTO patents (1976-2016). Predict the product of the given reaction. (1) Given the reactants [C:1]1([CH:7]([CH3:10])C#N)[CH:6]=[CH:5][CH:4]=[CH:3][CH:2]=1.NO.[OH:13][N:14]=[C:15]([NH2:22])C1C=CC=CC=1, predict the reaction product. The product is: [OH:13][N:14]=[C:15]([NH2:22])[CH2:10][CH2:7][C:1]1[CH:2]=[CH:3][CH:4]=[CH:5][CH:6]=1. (2) Given the reactants [CH3:1][O:2][C:3]([C@@H:5]1[CH2:9][C@@H:8]([S:10]([C:13]2[CH:18]=[CH:17][CH:16]=[CH:15][C:14]=2[Cl:19])(=[O:12])=[O:11])[CH2:7][N:6]1[C:20](=O)[CH2:21][C:22](=[O:24])[CH3:23])=[O:4].COC1C=CC(P2(SP(C3C=CC(OC)=CC=3)(=S)S2)=[S:35])=CC=1, predict the reaction product. The product is: [CH3:1][O:2][C:3]([C@@H:5]1[CH2:9][C@@H:8]([S:10]([C:13]2[CH:18]=[CH:17][CH:16]=[CH:15][C:14]=2[Cl:19])(=[O:12])=[O:11])[CH2:7][N:6]1[C:20](=[S:35])[CH2:21][C:22](=[O:24])[CH3:23])=[O:4]. (3) Given the reactants C([Li])CCC.[Cl:6][C:7]1[N:8]=[C:9]2[CH:14]=[CH:13][CH:12]=[CH:11][N:10]2[CH:15]=1.[C:16](Cl)(=[O:20])[O:17][CH2:18][CH3:19], predict the reaction product. The product is: [Cl:6][C:7]1[N:8]=[C:9]2[CH:14]=[CH:13][CH:12]=[CH:11][N:10]2[C:15]=1[C:16]([O:17][CH2:18][CH3:19])=[O:20]. (4) Given the reactants [O:1]([C:8]1[CH:9]=[C:10]([OH:14])[CH:11]=[CH:12][CH:13]=1)[C:2]1[CH:7]=[CH:6][CH:5]=[CH:4][CH:3]=1.Cl[CH:16]([S:26][CH3:27])[C:17]([NH:19][C:20]([CH3:25])([C:22]#[C:23][CH3:24])[CH3:21])=[O:18], predict the reaction product. The product is: [O:1]([C:8]1[CH:9]=[C:10]([CH:11]=[CH:12][CH:13]=1)[O:14][CH:16]([S:26][CH3:27])[C:17]([NH:19][C:20]([CH3:21])([C:22]#[C:23][CH3:24])[CH3:25])=[O:18])[C:2]1[CH:3]=[CH:4][CH:5]=[CH:6][CH:7]=1. (5) The product is: [CH2:7]([O:9][C:10](=[O:21])[CH:11]=[CH:12][C:13]1[CH:18]=[C:17]([C:29]#[C:28][C:22]2[CH:27]=[CH:26][CH:25]=[CH:24][CH:23]=2)[CH:16]=[C:15]([C:11]#[C:12][C:13]2[CH:18]=[CH:17][CH:16]=[CH:15][CH:14]=2)[CH:14]=1)[CH3:8]. Given the reactants C(=O)([O-])[O-].[K+].[K+].[CH2:7]([O:9][C:10](=[O:21])[CH:11]=[CH:12][C:13]1[CH:18]=[C:17](Br)[CH:16]=[C:15](Br)[CH:14]=1)[CH3:8].[C:22]1([C:28]#[CH:29])[CH:27]=[CH:26][CH:25]=[CH:24][CH:23]=1.O, predict the reaction product. (6) Given the reactants [F:1][C:2]([Si](C)(C)C)([F:4])[F:3].[F-].C([N+](CCCC)(CCCC)CCCC)CCC.[F:27][C:28]1[C:33]([F:34])=[CH:32][CH:31]=[CH:30][C:29]=1[C@H:35]1[CH2:41][N:40]2[C:42]([CH:45]=[O:46])=[CH:43][N:44]=[C:39]2[C@H:38]([NH:47][C:48](=[O:54])[O:49][C:50]([CH3:53])([CH3:52])[CH3:51])[CH2:37][CH2:36]1, predict the reaction product. The product is: [F:27][C:28]1[C:33]([F:34])=[CH:32][CH:31]=[CH:30][C:29]=1[C@H:35]1[CH2:41][N:40]2[C:42]([CH:45]([OH:46])[C:2]([F:4])([F:3])[F:1])=[CH:43][N:44]=[C:39]2[C@H:38]([NH:47][C:48](=[O:54])[O:49][C:50]([CH3:52])([CH3:51])[CH3:53])[CH2:37][CH2:36]1. (7) Given the reactants [I:1][C:2]1[CH:3]=[CH:4][CH:5]=[C:6]2[C:11]=1[NH:10][C:9](=[O:12])[N:8]([CH2:13][CH2:14][CH2:15]SC)[C:7]2=[O:18].O[O:20][S:21]([O-:23])=O.[K+].[CH3:25]O, predict the reaction product. The product is: [I:1][C:2]1[CH:3]=[CH:4][CH:5]=[C:6]2[C:11]=1[NH:10][C:9](=[O:12])[N:8]([CH2:13][CH2:14][CH2:15][S:21]([CH3:25])(=[O:23])=[O:20])[C:7]2=[O:18].